This data is from NCI-60 drug combinations with 297,098 pairs across 59 cell lines. The task is: Regression. Given two drug SMILES strings and cell line genomic features, predict the synergy score measuring deviation from expected non-interaction effect. (1) Drug 1: CC1=CC2C(CCC3(C2CCC3(C(=O)C)OC(=O)C)C)C4(C1=CC(=O)CC4)C. Drug 2: C1CC(C1)(C(=O)O)C(=O)O.[NH2-].[NH2-].[Pt+2]. Cell line: UACC-257. Synergy scores: CSS=10.6, Synergy_ZIP=-2.44, Synergy_Bliss=0.285, Synergy_Loewe=-5.31, Synergy_HSA=-2.20. (2) Drug 1: C1C(C(OC1N2C=NC3=C(N=C(N=C32)Cl)N)CO)O. Drug 2: C1CC(=O)NC(=O)C1N2C(=O)C3=CC=CC=C3C2=O. Cell line: MDA-MB-231. Synergy scores: CSS=29.0, Synergy_ZIP=-0.577, Synergy_Bliss=2.27, Synergy_Loewe=-22.5, Synergy_HSA=1.03. (3) Drug 1: CN(CC1=CN=C2C(=N1)C(=NC(=N2)N)N)C3=CC=C(C=C3)C(=O)NC(CCC(=O)O)C(=O)O. Drug 2: C1CN(CCN1C(=O)CCBr)C(=O)CCBr. Cell line: SK-OV-3. Synergy scores: CSS=22.0, Synergy_ZIP=-4.57, Synergy_Bliss=-6.60, Synergy_Loewe=-15.2, Synergy_HSA=-4.93. (4) Synergy scores: CSS=8.45, Synergy_ZIP=-3.46, Synergy_Bliss=-3.35, Synergy_Loewe=-5.73, Synergy_HSA=-3.13. Drug 2: CC1=C(C(CCC1)(C)C)C=CC(=CC=CC(=CC(=O)O)C)C. Cell line: NCI-H226. Drug 1: CN1CCC(CC1)COC2=C(C=C3C(=C2)N=CN=C3NC4=C(C=C(C=C4)Br)F)OC. (5) Drug 1: C1CCN(CC1)CCOC2=CC=C(C=C2)C(=O)C3=C(SC4=C3C=CC(=C4)O)C5=CC=C(C=C5)O. Drug 2: CC12CCC3C(C1CCC2O)C(CC4=C3C=CC(=C4)O)CCCCCCCCCS(=O)CCCC(C(F)(F)F)(F)F. Cell line: SK-MEL-2. Synergy scores: CSS=3.43, Synergy_ZIP=1.06, Synergy_Bliss=5.17, Synergy_Loewe=0.640, Synergy_HSA=2.16. (6) Drug 1: CC1OCC2C(O1)C(C(C(O2)OC3C4COC(=O)C4C(C5=CC6=C(C=C35)OCO6)C7=CC(=C(C(=C7)OC)O)OC)O)O. Drug 2: C1=CN(C=N1)CC(O)(P(=O)(O)O)P(=O)(O)O. Cell line: SN12C. Synergy scores: CSS=2.10, Synergy_ZIP=-9.66, Synergy_Bliss=-17.0, Synergy_Loewe=-29.8, Synergy_HSA=-16.9. (7) Drug 1: COC1=CC(=CC(=C1O)OC)C2C3C(COC3=O)C(C4=CC5=C(C=C24)OCO5)OC6C(C(C7C(O6)COC(O7)C8=CC=CS8)O)O. Drug 2: COC1=NC(=NC2=C1N=CN2C3C(C(C(O3)CO)O)O)N. Cell line: HL-60(TB). Synergy scores: CSS=80.5, Synergy_ZIP=3.28, Synergy_Bliss=2.98, Synergy_Loewe=5.02, Synergy_HSA=7.42.